Dataset: Kir2.1 potassium channel HTS with 301,493 compounds. Task: Binary Classification. Given a drug SMILES string, predict its activity (active/inactive) in a high-throughput screening assay against a specified biological target. (1) The molecule is Clc1c(cc(c2oc(/C=C3/C(=NN(C3=O)c3ccc(cc3)C(O)=O)C)cc2)cc1)C(OCC)=O. The result is 0 (inactive). (2) The compound is s1nnc(C(=O)N(C(C(=O)NC2CCCC2)c2ncccc2)c2ccc(cc2)C)c1. The result is 0 (inactive). (3) The drug is O1CCN(CC1)CCNC(=O)c1c(noc1C)c1ccccc1. The result is 0 (inactive). (4) The compound is O=C(N1CCC(CC1)C)NC(C(C)C)C(OC)=O. The result is 0 (inactive). (5) The drug is O(C(C(=O)NCc1cc2OCOc2cc1)C)C(=O)CCc1[nH]c2c(c(=O)n1)cccc2. The result is 0 (inactive). (6) The drug is O(Cc1ccccc1)c1ccc(cc1)C(=O)N\N=C\c1ccncc1. The result is 0 (inactive). (7) The molecule is S(=O)(=O)(N1CCC(CC1)C(=O)Nc1sccc1C(=O)N)c1sccc1. The result is 0 (inactive).